Dataset: hERG potassium channel inhibition data for cardiac toxicity prediction from Karim et al.. Task: Regression/Classification. Given a drug SMILES string, predict its toxicity properties. Task type varies by dataset: regression for continuous values (e.g., LD50, hERG inhibition percentage) or binary classification for toxic/non-toxic outcomes (e.g., AMES mutagenicity, cardiotoxicity, hepatotoxicity). Dataset: herg_karim. (1) The molecule is CCN1C(=O)c2nc(Cc3ccccc3)n(Cc3ccccc3)c2N2CC3(CCc4ccccc43)N=C12. The result is 1 (blocker). (2) The drug is CC1(C(=O)NCc2ccc(OC(F)(F)F)cc2)c2ccccc2C(=O)N1CCc1ccccn1. The result is 0 (non-blocker). (3) The compound is Cc1cc(C#Cc2cn(-c3ccc(F)cc3)c(C)n2)ccn1. The result is 0 (non-blocker). (4) The drug is CCOC(=O)C1=C(CN2CCOCC2CC(=O)O)NC(c2nccs2)=NC1c1ccc(F)cc1Br. The result is 0 (non-blocker). (5) The molecule is c1ccc(-n2ncc3c2CCCC3CCN2CCCCC2)cc1. The result is 1 (blocker). (6) The drug is COc1cc(Cl)c(-c2nc(SCC(=O)N(C)C)nc3[nH]cc(C#N)c23)cc1O. The result is 0 (non-blocker). (7) The molecule is CC1CN(CC(F)F)CCN1c1cc2[nH]c(SC(C)(C)C)nc2cc1Cl. The result is 0 (non-blocker).